Task: Predict which catalyst facilitates the given reaction.. Dataset: Catalyst prediction with 721,799 reactions and 888 catalyst types from USPTO (1) Reactant: [Br:1][C:2]1[CH:3]=[C:4]([C:9]([C:11]2[C:16]([CH:17]([CH3:19])[CH3:18])=[C:15]([O:20]C)[N:14]=[C:13]([O:22]C)[N:12]=2)=[O:10])[CH:5]=[C:6]([CH3:8])[CH:7]=1. Product: [Br:1][C:2]1[CH:3]=[C:4]([CH:5]=[C:6]([CH3:8])[CH:7]=1)[C:9]([C:11]1[NH:12][C:13](=[O:22])[NH:14][C:15](=[O:20])[C:16]=1[CH:17]([CH3:18])[CH3:19])=[O:10]. The catalyst class is: 33. (2) The catalyst class is: 113. Product: [C:1]([NH:4][C:5]([CH2:16][CH2:17][C:18]1[CH:23]=[CH:22][C:21]([O:24][C:25]2[CH:30]=[CH:29][C:28]([C:31]3[N:43]=[C:34]([CH:35]([CH3:37])[CH3:36])[O:33][CH:32]=3)=[CH:27][CH:26]=2)=[CH:20][CH:19]=1)([C:6]([O:8][CH2:9][CH3:10])=[O:7])[C:11]([O:13][CH2:14][CH3:15])=[O:12])(=[O:3])[CH3:2]. Reactant: [C:1]([NH:4][C:5]([CH2:16][CH2:17][C:18]1[CH:23]=[CH:22][C:21]([O:24][C:25]2[CH:30]=[CH:29][C:28]([C:31](=O)[CH2:32][O:33][C:34](=O)[CH:35]([CH3:37])[CH3:36])=[CH:27][CH:26]=2)=[CH:20][CH:19]=1)([C:11]([O:13][CH2:14][CH3:15])=[O:12])[C:6]([O:8][CH2:9][CH3:10])=[O:7])(=[O:3])[CH3:2].C([NH2:43])(=O)C.B(F)(F)F.CCOCC. (3) Reactant: C[C:2]1[CH:3]=[C:4]([CH:18]=[C:19](C)[CH:20]=1)[O:5][CH2:6][C:7]([NH:9][CH2:10][CH2:11][CH2:12][CH2:13][CH2:14][C:15]([OH:17])=[O:16])=[O:8].[N+:22]([C:25]1[CH:26]=[C:27]([S:31]([CH2:34][CH2:35]O)(=[O:33])=[O:32])[CH:28]=[CH:29][CH:30]=1)([O-:24])=[O:23].O.C1(C)C=CC(S(O)(=O)=O)=CC=1.O. Product: [N+:22]([C:25]1[CH:26]=[C:27]([S:31]([CH2:34][CH2:35][O:17][C:15](=[O:16])[CH2:14][CH2:13][CH2:12][CH2:11][CH2:10][NH:9][C:7](=[O:8])[CH2:6][O:5][C:4]2[CH:3]=[CH:2][CH:20]=[CH:19][CH:18]=2)(=[O:33])=[O:32])[CH:28]=[CH:29][CH:30]=1)([O-:24])=[O:23]. The catalyst class is: 48. (4) Reactant: [C:1]([O-:4])(=[O:3])[CH3:2].FC(F)(F)C(O)=O.[O:12]=[C:13]1[C@H:24]([CH2:25][C:26]([OH:28])=O)[CH2:23][CH:22]=[CH:21][CH2:20]CC(=O)O[C@H:16]([C:30]2[CH:35]=[CH:34][CH:33]=[CH:32][CH:31]=2)[CH2:15][NH:14]1.C(Cl)CCl.C1C=CC2N(O)N=NC=2C=1.[Cl:50][C:51]1[CH:56]=[CH:55][C:54]([CH2:57][NH2:58])=[CH:53][N:52]=1.CCN(C(C)C)C(C)C. Product: [Cl:50][C:51]1[N:52]=[CH:53][C:54]([CH2:57][NH:58][C:26](=[O:28])[CH2:25][C@@H:24]2[CH2:23][CH:22]=[CH:21][CH2:20][CH2:2][C:1](=[O:4])[O:3][C@H:16]([C:30]3[CH:31]=[CH:32][CH:33]=[CH:34][CH:35]=3)[CH2:15][NH:14][C:13]2=[O:12])=[CH:55][CH:56]=1. The catalyst class is: 64. (5) Reactant: N[C:2]1[S:3][C:4]2[C:9]([NH:10][C@H:11]([CH:14]([CH3:16])[CH3:15])[CH2:12][OH:13])=[N:8][C:7]([S:17][CH2:18][C:19]3[CH:24]=[CH:23][CH:22]=[CH:21][CH:20]=3)=[N:6][C:5]=2[N:25]=1.N([O-])=O.[Na+].O.[ClH:31]. Product: [CH2:18]([S:17][C:7]1[N:8]=[C:9]([NH:10][C@H:11]([CH:14]([CH3:16])[CH3:15])[CH2:12][OH:13])[C:4]2[S:3][C:2]([Cl:31])=[N:25][C:5]=2[N:6]=1)[C:19]1[CH:24]=[CH:23][CH:22]=[CH:21][CH:20]=1. The catalyst class is: 23.